Dataset: Forward reaction prediction with 1.9M reactions from USPTO patents (1976-2016). Task: Predict the product of the given reaction. (1) Given the reactants [Cl:1][C:2]1[N:10]=[C:9]([CH3:11])[CH:8]=[CH:7][C:3]=1C(O)=O.Cl.[CH3:13][NH:14][O:15][CH3:16].C(N(CC)C(C)C)(C)C.CCOC(OC([O:34][CH2:35][CH3:36])=O)=O, predict the reaction product. The product is: [Cl:1][C:2]1[C:3]([CH2:36][C:35]([N:14]([O:15][CH3:16])[CH3:13])=[O:34])=[CH:7][CH:8]=[C:9]([CH3:11])[N:10]=1. (2) Given the reactants [NH2:1][C:2]1[CH:7]=[CH:6][CH:5]=[CH:4][C:3]=1[S:8]([CH:11]([CH3:13])[CH3:12])(=[O:10])=[O:9].[H-].[Na+].[Cl:16][C:17]1[N:18]=[C:19](Cl)[C:20]2[CH:25]=[CH:24][N:23]([CH2:26][O:27][CH2:28][CH2:29][Si:30]([CH3:33])([CH3:32])[CH3:31])[C:21]=2[N:22]=1, predict the reaction product. The product is: [Cl:16][C:17]1[N:18]=[C:19]([NH:1][C:2]2[CH:7]=[CH:6][CH:5]=[CH:4][C:3]=2[S:8]([CH:11]([CH3:13])[CH3:12])(=[O:10])=[O:9])[C:20]2[CH:25]=[CH:24][N:23]([CH2:26][O:27][CH2:28][CH2:29][Si:30]([CH3:33])([CH3:32])[CH3:31])[C:21]=2[N:22]=1.